From a dataset of Aqueous solubility values for 9,982 compounds from the AqSolDB database. Regression/Classification. Given a drug SMILES string, predict its absorption, distribution, metabolism, or excretion properties. Task type varies by dataset: regression for continuous measurements (e.g., permeability, clearance, half-life) or binary classification for categorical outcomes (e.g., BBB penetration, CYP inhibition). For this dataset (solubility_aqsoldb), we predict Y. (1) The drug is OC1COC(Oc2ccccc2)C(O)C1O. The Y is -1.66 log mol/L. (2) The drug is O=C1CC/C=C\CCCCCCCCCC1. The Y is -4.88 log mol/L. (3) The Y is -0.0166 log mol/L. The compound is NC(=O)CCl. (4) The compound is O=S(=O)([O-])[O-].[Sn+2]. The Y is -0.0578 log mol/L.